This data is from Full USPTO retrosynthesis dataset with 1.9M reactions from patents (1976-2016). The task is: Predict the reactants needed to synthesize the given product. (1) Given the product [NH2:9][C:4]1[CH:3]=[C:2]([Br:1])[CH:7]=[CH:6][C:5]=1[OH:8], predict the reactants needed to synthesize it. The reactants are: [Br:1][C:2]1[CH:7]=[CH:6][C:5]([OH:8])=[C:4]([N+:9]([O-])=O)[CH:3]=1.O.O.[Sn](Cl)Cl.C([O-])(O)=O.[Na+]. (2) Given the product [Cl:29][C:28]1[S:27][C:26]([C:30]([O:32][CH3:33])=[O:31])=[CH:25][C:24]=1[C:7]1[N:3]([CH2:1][CH3:2])[N:4]=[CH:5][CH:6]=1, predict the reactants needed to synthesize it. The reactants are: [CH2:1]([N:3]1[C:7](B2OC(C)(C)C(C)(C)O2)=[CH:6][CH:5]=[N:4]1)[CH3:2].C(=O)([O-])[O-].[K+].[K+].Br[C:24]1[CH:25]=[C:26]([C:30]([O:32][CH3:33])=[O:31])[S:27][C:28]=1[Cl:29]. (3) Given the product [CH3:26][O:25][C:22]1[CH:23]=[C:24]2[C:19](=[CH:20][C:21]=1[O:27][CH3:28])[N:18]=[CH:17][N:16]=[C:15]2[O:3][C:4]1[CH:13]=[CH:12][C:7]2[N:8]=[C:9]([CH3:11])[NH:10][C:6]=2[CH:5]=1, predict the reactants needed to synthesize it. The reactants are: [H-].[Na+].[OH:3][C:4]1[CH:13]=[CH:12][C:7]2[N:8]=[C:9]([CH3:11])[NH:10][C:6]=2[CH:5]=1.Cl[C:15]1[C:24]2[C:19](=[CH:20][C:21]([O:27][CH3:28])=[C:22]([O:25][CH3:26])[CH:23]=2)[N:18]=[CH:17][N:16]=1. (4) Given the product [Cl:11][C:9]1[CH:8]=[C:7]([NH:17][CH2:14][CH:15]=[CH2:16])[C:6]([Cl:13])=[C:5]([C:3]([O:2][CH3:1])=[O:4])[N:10]=1, predict the reactants needed to synthesize it. The reactants are: [CH3:1][O:2][C:3]([C:5]1[N:10]=[C:9]([Cl:11])[CH:8]=[C:7](Cl)[C:6]=1[Cl:13])=[O:4].[CH2:14]([NH2:17])[CH:15]=[CH2:16].C(N(CC)CC)C.O. (5) The reactants are: [CH3:1][C:2]1[O:3][C:4](=[O:8])[O:5][C:6]=1[CH3:7].C(OOC(=O)C1C=CC=CC=1)(=O)C1C=CC=CC=1.[Br:27]N1C(=O)CCC1=O. Given the product [Br:27][CH2:1][C:2]1[O:3][C:4](=[O:8])[O:5][C:6]=1[CH3:7], predict the reactants needed to synthesize it.